From a dataset of Peptide-MHC class II binding affinity with 134,281 pairs from IEDB. Regression. Given a peptide amino acid sequence and an MHC pseudo amino acid sequence, predict their binding affinity value. This is MHC class II binding data. (1) The peptide sequence is GELQIADKIDAAFKI. The MHC is DRB4_0101 with pseudo-sequence DRB4_0103. The binding affinity (normalized) is 0.675. (2) The peptide sequence is YDKFLANVSTVQTGK. The MHC is DRB1_1001 with pseudo-sequence DRB1_1001. The binding affinity (normalized) is 0.641. (3) The peptide sequence is SPEVIPMFSALSE. The MHC is DRB3_0202 with pseudo-sequence DRB3_0202. The binding affinity (normalized) is 0.170. (4) The peptide sequence is LWDYICISLSNSFEL. The MHC is DRB1_0101 with pseudo-sequence DRB1_0101. The binding affinity (normalized) is 0.230.